Binary Classification. Given a miRNA mature sequence and a target amino acid sequence, predict their likelihood of interaction. From a dataset of Experimentally validated miRNA-target interactions with 360,000+ pairs, plus equal number of negative samples. (1) The miRNA is hsa-miR-4780 with sequence ACCCUUGAGCCUGAUCCCUAGC. The protein sequence of the target gene is MRLIGMPKEKYDPPDPRRIYTIMSAEEVANGKKSHWAELEISGRVRSLSTSLWSLTHLTALHLNDNNLARIPPDIAKLHNLVYLDLSSNKLRSLPAELGNMVSLRELLLNDNYLRVLPYELGRLFQLQTLGLTGNPLSQDIMSLYQDPDGTRKLLNFMLDNLAVHPEQLPPRPWITLKERDQILPSASFTVMCYNVLCDKYATRQLYGYCPSWALNWEYRKKGIMEEIVNWDADIISLQEVETEQYFTLFLPALKDRGYDGFFSPKSRAKIMSEQERKHVDGCAIFFKTEKFTLVQKHTV.... Result: 0 (no interaction). (2) The miRNA is hsa-miR-190a-3p with sequence CUAUAUAUCAAACAUAUUCCU. The protein sequence of the target gene is MFPRETKWNISFAGCGFLGVYHIGVASCLREHAPFLVANATHIYGASAGALTATALVTGACLGEAGANIIEVSKEARKRFLGPLHPSFNLVKTIRGCLLKTLPADCHERANGRLGISLTRVSDGENVIISHFSSKDELIQANVCSTFIPVYCGLIPPTLQGVRYVDGGISDNLPLYELKNTITVSPFSGESDICPQDSSTNIHELRVTNTSIQFNLRNLYRLSKALFPPEPMVLREMCKQGYRDGLRFLRRNGLLNQPNPLLALPPVVPQEEDAEEAAVVEERAGEEDQLQPYRKDRILE.... Result: 0 (no interaction). (3) The miRNA is hsa-miR-486-3p with sequence CGGGGCAGCUCAGUACAGGAU. The protein sequence of the target gene is MPERDSEPFSNPLAPDGHDVDDPHSFHQSKLTNEDFRKLLMTPRAAPTSAPPSKSRHHEMPREYNEDEDPAARRRKKKSYYAKLRQQEIERERELAEKYRDRAKERRDGVNKDYEETELISTTANYRAVGPTAEADKSAAEKRRQLIQESKFLGGDMEHTHLVKGLDFALLQKVRAEIASKEKEEEELMEKPQKETKKDEDPENKIEFKTRLGRNVYRMLFKSKSYERNELFLPGRMAYVVDLDDEYADTDIPTTLIRSKADCPTMEAQTTLTTNDIVISKLTQILSYLRQGTRNKKLKK.... Result: 0 (no interaction). (4) The miRNA is hsa-miR-4781-3p with sequence AAUGUUGGAAUCCUCGCUAGAG. The protein sequence of the target gene is MKELDPKNDISEDKLSVVGEATGGPTRNGARGPGSEGVWEPGSWPERPRGDAGAEWEPLGIPQGNKLLGGSVPACHELKAFANQGCVLVPPRLDDPTEKGACPPVRRGKNFSSTSDLSKPPMPCEEKKTYDCSECGKAFSRSSSLIKHQRIHTGEKPFECDTCGKHFIERSSLTIHQRVHTGEKPYACGDCGKAFSQRMNLTVHQRTHTGEKPYVCDVCGKAFRKTSSLTQHERIHTGEKPYACGDCGKAFSQNMHLIVHQRTHTGEKPYVCPECGRAFSQNMHLTEHQRTHTGEKPYAC.... Result: 1 (interaction). (5) The miRNA is hsa-miR-3678-3p with sequence CUGCAGAGUUUGUACGGACCGG. The protein sequence of the target gene is MALAGAPAGGPCAPALEALLGAGALRLLDSSQIVIISAAQDASAPPAPTGPAAPAAGPCDPDLLLFATPQAPRPTPSAPRPALGRPPVKRRLDLETDHQYLAESSGPARGRGRHPGKGVKSPGEKSRYETSLNLTTKRFLELLSHSADGVVDLNWAAEVLKVQKRRIYDITNVLEGIQLIAKKSKNHIQWLGSHTTVGVGGRLEGLTQDLRQLQESEQQLDHLMNICTTQLRLLSEDTDSQRLAYVTCQDLRSIADPAEQMVMVIKAPPETQLQAVDSSENFQISLKSKQGPIDVFLCPE.... Result: 1 (interaction). (6) The miRNA is hsa-miR-6773-5p with sequence UUGGGCCCAGGAGUAAACAGGAU. The protein sequence of the target gene is MPVHSRGDKKETNHHDEMEVDYAENEGSSSEDEDTESSSVSEDGDSSEMDDEDCERRRMECLDEMSNLEKQFTDLKDQLYKERLSQVDAKLQEVIAGKAPEYLEPLATLQENMQIRTKVAGIYRELCLESVKNKYECEIQASRQHCESEKLLLYDTVQSELEEKIRRLEEDRHSIDITSELWNDELQSRKKRKDPFSPDKKKPVVVSGPYIVYMLQDLDILEDWTTIRKAMATLGPHRVKTEPPVKLEKHLHSARSEEGRLYYDGEWYIRGQTICIDKKDECPTSAVITTINHDEVWFKR.... Result: 1 (interaction). (7) The miRNA is cel-miR-36-3p with sequence UCACCGGGUGAAAAUUCGCAUG. The protein sequence of the target gene is MPVRTECPPPAGASTTSAASLIPPPPINTQQPGVATSLLYSGSKFRGHQKSKGNSYDVEVVLQHVDTGNSYLCGYLKIKGLTEEYPTLTTFFEGEIISKKHPFLTRKWDADEDVDRKHWGKFLAFYQYAKSFNSDDFDYEELKNGDYVFMRWKEQFLVPDHTIKDISGASFAGFYYICFQKSAASIEGYYYHRSSEWYQSLNLTHVPEHSAPIYEFR. Result: 0 (no interaction). (8) The miRNA is hsa-miR-107 with sequence AGCAGCAUUGUACAGGGCUAUCA. The protein sequence of the target gene is MPGWPWGLLLTAGTLFAALSPGPPAPADPCHDEGGAPRGCVPGLVNAALGREVLASSTCGRPATRACDASDPRRAHSPALLTSPGGTASPLCWRSESLPRAPLNVTLTVPLGKAFELVFVSLRFCSAPPASVALLKSQDHGRSWAPLGFFSSHCDLDYGRLPAPANGPAGPGPEALCFPAPLAQPDGSGLLAFSMQDSSPPGLDLDSSPVLQDWVTATDVRVVLTRPSTAGDPRDMEAVVPYSYAATDLQVGGRCKCNGHASRCLLDTQGHLICDCRHGTEGPDCGRCKPFYCDRPWQRA.... Result: 0 (no interaction). (9) The miRNA is hsa-miR-6127 with sequence UGAGGGAGUGGGUGGGAGG. The protein sequence of the target gene is MAGRGKLIAVIGDEDTVTGFLLGGIGELNKNRHPNFLVVEKDTTINEIEDTFRQFLNRDDIGIILINQYIAEMVRHALDAHQQSIPAVLEIPSKEHPYDAAKDSILRRARGMFTAEDLR. Result: 1 (interaction).